This data is from Full USPTO retrosynthesis dataset with 1.9M reactions from patents (1976-2016). The task is: Predict the reactants needed to synthesize the given product. (1) Given the product [O:19]=[C:7]1[N:8]([C:9]2[CH:14]=[CH:13][CH:12]=[C:11]([C:15]([F:16])([F:17])[F:18])[CH:10]=2)[C:3]2[CH2:2][N:43]([C:37]3[CH:42]=[CH:41][CH:40]=[CH:39][CH:38]=3)[NH:44][C:32](=[O:33])[C:4]=2[CH:5]([C:20]2[CH:25]=[CH:24][C:23]([C:26]#[N:27])=[CH:22][C:21]=2[S:28]([CH3:31])(=[O:29])=[O:30])[NH:6]1, predict the reactants needed to synthesize it. The reactants are: Br[CH2:2][C:3]1[N:8]([C:9]2[CH:14]=[CH:13][CH:12]=[C:11]([C:15]([F:18])([F:17])[F:16])[CH:10]=2)[C:7](=[O:19])[NH:6][CH:5]([C:20]2[CH:25]=[CH:24][C:23]([C:26]#[N:27])=[CH:22][C:21]=2[S:28]([CH3:31])(=[O:30])=[O:29])[C:4]=1[C:32](OCC)=[O:33].[C:37]1([NH:43][NH2:44])[CH:42]=[CH:41][CH:40]=[CH:39][CH:38]=1. (2) The reactants are: [OH:1][CH:2]([C:6]1[NH:14][C:13]2[C:8](=[N:9][CH:10]=[CH:11][C:12]=2[C:15]([O:17]C)=[O:16])[CH:7]=1)[CH:3]([CH3:5])[CH3:4]. Given the product [OH:1][CH:2]([C:6]1[NH:14][C:13]2[C:8](=[N:9][CH:10]=[CH:11][C:12]=2[C:15]([OH:17])=[O:16])[CH:7]=1)[CH:3]([CH3:5])[CH3:4], predict the reactants needed to synthesize it. (3) Given the product [CH:30]1([CH2:34][N:35]([C:36]2[CH:41]=[CH:40][C:39]([F:42])=[C:38]([F:43])[CH:37]=2)[C:8](=[O:19])[NH:9][C:10]2[S:11][C:12]([S:49][CH2:48][C:47]([OH:56])=[O:46])=[CH:13][N:14]=2)[CH2:31][CH2:32][CH2:33]1, predict the reactants needed to synthesize it. The reactants are: C1(CN(C2C=CC(S(C)(=O)=O)=CC=2)[C:8](=[O:19])[NH:9][C:10]2[S:11][CH:12]=[C:13](CC(O)=O)[N:14]=2)CCCC1.[CH:30]1([CH2:34][NH:35][C:36]2[CH:41]=[CH:40][C:39]([F:42])=[C:38]([F:43])[CH:37]=2)[CH2:33][CH2:32][CH2:31]1.C([O:46][C:47](=[O:56])[CH2:48][S:49]C1SC(N)=NC=1)C. (4) The reactants are: [OH:1][C:2]12[CH2:9][CH2:8][C:5]([C:10]3[NH:18][C:17]4[C:16](=[O:19])[N:15]([CH2:20][CH2:21][CH3:22])[C:14](=[O:23])[N:13]([CH2:24][CH2:25][CH3:26])[C:12]=4[N:11]=3)([CH2:6][CH2:7]1)[CH2:4][CH2:3]2.S(OS(C(F)(F)F)(=O)=O)(C(F)(F)F)(=O)=O.[O-]S(C(F)(F)F)(=O)=O.[C:50]1(O)[CH:55]=[CH:54][CH:53]=[CH:52][CH:51]=1. Given the product [O:1]([C:2]12[CH2:9][CH2:8][C:5]([C:10]3[NH:18][C:17]4[C:16](=[O:19])[N:15]([CH2:20][CH2:21][CH3:22])[C:14](=[O:23])[N:13]([CH2:24][CH2:25][CH3:26])[C:12]=4[N:11]=3)([CH2:6][CH2:7]1)[CH2:4][CH2:3]2)[C:50]1[CH:55]=[CH:54][CH:53]=[CH:52][CH:51]=1, predict the reactants needed to synthesize it. (5) Given the product [CH2:14]([O:13][C:11]1[CH:12]=[C:7]([N:24]2[CH2:25][CH2:26][CH2:27][CH2:28][CH:23]2[CH3:22])[N:8]=[CH:9][N:10]=1)[C:15]#[C:16][CH3:17], predict the reactants needed to synthesize it. The reactants are: CN(C)C=O.Cl[C:7]1[CH:12]=[C:11]([O:13][CH2:14][C:15]#[C:16][CH3:17])[N:10]=[CH:9][N:8]=1.C(=O)([O-])[O-].[CH3:22][CH:23]1[CH2:28][CH2:27][CH2:26][CH2:25][NH:24]1. (6) The reactants are: Br[C:2]1[CH:7]=[CH:6][C:5]([N:8]2[C:12]([CH2:13][C@@H:14]3[CH2:18][CH2:17][N:16]([C:19]([CH:21]4[CH2:23][CH2:22]4)=[O:20])[CH2:15]3)=[N:11][NH:10][C:9]2=[O:24])=[CH:4][C:3]=1[OH:25].CC1(C)C(C)(C)OB([C:34]2[CH:35]=[CH:36][C:37]3[O:41][CH:40]=[CH:39][C:38]=3[CH:42]=2)O1.C([O-])([O-])=O.[Cs+].[Cs+]. Given the product [O:41]1[C:37]2[CH:36]=[CH:35][C:34]([C:2]3[CH:7]=[CH:6][C:5]([N:8]4[C:12]([CH2:13][C@@H:14]5[CH2:18][CH2:17][N:16]([C:19]([CH:21]6[CH2:23][CH2:22]6)=[O:20])[CH2:15]5)=[N:11][NH:10][C:9]4=[O:24])=[CH:4][C:3]=3[OH:25])=[CH:42][C:38]=2[CH:39]=[CH:40]1, predict the reactants needed to synthesize it. (7) Given the product [CH:46]([C:47]1[CH:48]=[CH:49][C:50]([C:53]2[CH:58]=[CH:57][C:56]([S:59]([C:62]3[CH:63]=[C:64]4[C:69](=[C:70]([CH3:72])[CH:71]=3)[N:68]=[CH:67][C:66]([C:73]([NH2:75])=[O:74])=[C:65]4[NH:76][C:77]3[CH:82]=[CH:81][CH:80]=[C:79]([O:83][CH3:84])[CH:78]=3)(=[O:60])=[O:61])=[CH:55][CH:54]=2)=[CH:51][CH:52]=1)=[O:45], predict the reactants needed to synthesize it. The reactants are: COC1C=C(NC2C3C(=C(C)C=C(S(C4C=CC=C(C(=O)NCCCCCCCC=O)C=4)(=O)=O)C=3)N=CC=2C(N)=O)C=CC=1.[OH:45][CH2:46][C:47]1[CH:52]=[CH:51][C:50]([C:53]2[CH:58]=[CH:57][C:56]([S:59]([C:62]3[CH:63]=[C:64]4[C:69](=[C:70]([CH3:72])[CH:71]=3)[N:68]=[CH:67][C:66]([C:73]([NH2:75])=[O:74])=[C:65]4[NH:76][C:77]3[CH:82]=[CH:81][CH:80]=[C:79]([O:83][CH3:84])[CH:78]=3)(=[O:61])=[O:60])=[CH:55][CH:54]=2)=[CH:49][CH:48]=1. (8) Given the product [Cl:1][C:2]1[CH:7]=[CH:6][C:5]([C@H:8]([NH:11][C:12]2[CH:13]=[C:14]([C:18](=[O:20])[CH3:19])[CH:15]=[CH:16][CH:17]=2)[CH2:9][CH3:10])=[CH:4][C:3]=1[CH3:21], predict the reactants needed to synthesize it. The reactants are: [Cl:1][C:2]1[CH:7]=[CH:6][C:5]([C@H:8]([NH:11][C:12]2[CH:13]=[C:14]([CH:18]([OH:20])[CH3:19])[CH:15]=[CH:16][CH:17]=2)[CH2:9][CH3:10])=[CH:4][C:3]=1[CH3:21].